From a dataset of Forward reaction prediction with 1.9M reactions from USPTO patents (1976-2016). Predict the product of the given reaction. The product is: [CH2:1]([C:5]1[CH:10]=[CH:9][C:8]([S:11]([NH:16][C:17]2[CH:21]=[CH:20][S:19][C:18]=2[C:22]([O:24][CH3:25])=[O:23])(=[O:13])=[O:12])=[C:7]([Cl:15])[CH:6]=1)[CH2:2][CH2:3][CH3:4]. Given the reactants [CH2:1]([C:5]1[CH:10]=[CH:9][C:8]([S:11](Cl)(=[O:13])=[O:12])=[C:7]([Cl:15])[CH:6]=1)[CH2:2][CH2:3][CH3:4].[NH2:16][C:17]1[CH:21]=[CH:20][S:19][C:18]=1[C:22]([O:24][CH3:25])=[O:23].N1C=CC=CC=1, predict the reaction product.